Dataset: Catalyst prediction with 721,799 reactions and 888 catalyst types from USPTO. Task: Predict which catalyst facilitates the given reaction. (1) Reactant: [N+:1]([C:4]1[CH:10]=[C:9]([B:11]2[O:15][C:14]([CH3:17])([CH3:16])[C:13]([CH3:19])([CH3:18])[O:12]2)[CH:8]=[CH:7][C:5]=1[NH2:6])([O-])=O. Product: [CH3:16][C:14]1([CH3:17])[C:13]([CH3:18])([CH3:19])[O:12][B:11]([C:9]2[CH:10]=[C:4]([NH2:1])[C:5]([NH2:6])=[CH:7][CH:8]=2)[O:15]1. The catalyst class is: 19. (2) Reactant: [F:1][C:2]1[CH:7]=[CH:6][CH:5]=[CH:4][C:3]=1[C:8]1[C:17]2[C:12](=[CH:13][CH:14]=[C:15]([OH:18])[CH:16]=2)[N:11]=[C:10]([CH2:19][CH:20]([CH3:22])[CH3:21])[C:9]=1[CH2:23][NH:24][C:25](=[O:31])[O:26][C:27]([CH3:30])([CH3:29])[CH3:28].Cl[CH:33]([CH3:37])[C:34]([NH2:36])=[O:35].C(=O)([O-])[O-].[K+].[K+]. Product: [NH2:36][C:34](=[O:35])[CH:33]([CH3:37])[O:18][C:15]1[CH:16]=[C:17]2[C:12](=[CH:13][CH:14]=1)[N:11]=[C:10]([CH2:19][CH:20]([CH3:22])[CH3:21])[C:9]([CH2:23][NH:24][C:25](=[O:31])[O:26][C:27]([CH3:29])([CH3:28])[CH3:30])=[C:8]2[C:3]1[CH:4]=[CH:5][CH:6]=[CH:7][C:2]=1[F:1]. The catalyst class is: 9. (3) Reactant: C1([Mg]Br)C=CC=CC=1.[F:9][C:10]1[CH:11]=[C:12]([CH:16]=[CH:17][CH:18]=1)[CH2:13][CH2:14][NH2:15].C[O:20][C:21](=O)[CH:22]([CH:36]([CH3:38])[CH3:37])[C:23]([NH:25][C:26](=O)[C:27]1[CH:32]=[CH:31][CH:30]=[CH:29][C:28]=1[O:33][CH3:34])=[CH2:24].Cl. Product: [F:9][C:10]1[CH:11]=[C:12]([CH2:13][CH2:14][N:15]2[C:21](=[O:20])[C:22]([CH:36]([CH3:37])[CH3:38])=[C:23]([CH3:24])[N:25]=[C:26]2[C:27]2[CH:32]=[CH:31][CH:30]=[CH:29][C:28]=2[O:33][CH3:34])[CH:16]=[CH:17][CH:18]=1. The catalyst class is: 133. (4) Reactant: [F:1][C:2]1[CH:28]=[CH:27][CH:26]=[C:25]([F:29])[C:3]=1[CH2:4][O:5][C:6]1[C:7]2[N:8]([C:13]([C:20]([O:22]CC)=[O:21])=[C:14]([C:16]([F:19])([F:18])[F:17])[N:15]=2)[CH:9]=[C:10]([CH3:12])[CH:11]=1.[OH-].[Li+].Cl. Product: [F:1][C:2]1[CH:28]=[CH:27][CH:26]=[C:25]([F:29])[C:3]=1[CH2:4][O:5][C:6]1[C:7]2[N:8]([C:13]([C:20]([OH:22])=[O:21])=[C:14]([C:16]([F:18])([F:19])[F:17])[N:15]=2)[CH:9]=[C:10]([CH3:12])[CH:11]=1. The catalyst class is: 219. (5) Reactant: [O:1]1[CH2:6][CH2:5][N:4]([CH2:7][CH2:8][OH:9])[CH2:3][CH2:2]1.O[N:11]1C(=O)C2C(=CC=CC=2)C1=O.C1(P(C2C=CC=CC=2)C2C=CC=CC=2)C=CC=CC=1.N(C(OC(C)C)=O)=NC(OC(C)C)=O.O.NN. Product: [O:1]1[CH2:6][CH2:5][N:4]([CH2:7][CH2:8][O:9][NH2:11])[CH2:3][CH2:2]1. The catalyst class is: 2. (6) Reactant: [N:1]1([CH:6]2[C:14]3[C:9](=[CH:10][C:11]([OH:15])=[CH:12][CH:13]=3)[CH2:8][CH2:7]2)[CH2:5][CH2:4][CH2:3][CH2:2]1.[H-].[Na+].Cl[C:19]1[N:24]=[CH:23][C:22]([C:25]([NH:27][CH3:28])=[O:26])=[CH:21][CH:20]=1. Product: [CH3:28][NH:27][C:25]([C:22]1[CH:23]=[N:24][C:19]([O:15][C:11]2[CH:12]=[C:13]3[C:8](=[CH:9][CH:10]=2)[CH2:7][CH:6]([N:1]2[CH2:2][CH2:3][CH2:4][CH2:5]2)[CH2:14]3)=[CH:20][CH:21]=1)=[O:26]. The catalyst class is: 9. (7) Reactant: [F:1][C@H:2]1[C@@H:6]([O:7][C:8]2[CH:9]=[CH:10][CH:11]=[C:12]3[C:17]=2[N:16]=[C:15]([C:18]2[N:22]4[CH:23]=[CH:24][C:25]([O:27][CH2:28][CH2:29][O:30][CH3:31])=[CH:26][C:21]4=[N:20][CH:19]=2)[CH:14]=[CH:13]3)[CH2:5][N:4](C(OCC2C=CC=CC=2)=O)[CH2:3]1.[ClH:42]. Product: [ClH:42].[F:1][C@H:2]1[CH2:3][NH:4][CH2:5][C@H:6]1[O:7][C:8]1[CH:9]=[CH:10][CH:11]=[C:12]2[C:17]=1[N:16]=[C:15]([C:18]1[N:22]3[CH:23]=[CH:24][C:25]([O:27][CH2:28][CH2:29][O:30][CH3:31])=[CH:26][C:21]3=[N:20][CH:19]=1)[CH:14]=[CH:13]2. The catalyst class is: 63. (8) Reactant: C(OC(=O)[NH:7][C:8]1[CH:13]=[CH:12][C:11]([Cl:14])=[CH:10][C:9]=1[NH:15][C:16](=[O:33])[CH2:17][C:18]([C:20]1[CH:25]=[CH:24][CH:23]=[C:22]([C:26]2[CH:27]=[N:28][C:29]([CH3:32])=[CH:30][CH:31]=2)[CH:21]=1)=O)(C)(C)C.C(O)(C(F)(F)F)=O. Product: [Cl:14][C:11]1[CH:12]=[CH:13][C:8]2[N:7]=[C:18]([C:20]3[CH:25]=[CH:24][CH:23]=[C:22]([C:26]4[CH:27]=[N:28][C:29]([CH3:32])=[CH:30][CH:31]=4)[CH:21]=3)[CH2:17][C:16](=[O:33])[NH:15][C:9]=2[CH:10]=1. The catalyst class is: 2.